Dataset: Forward reaction prediction with 1.9M reactions from USPTO patents (1976-2016). Task: Predict the product of the given reaction. (1) Given the reactants [CH3:1][N:2]1[C:6]([NH:7][C:8](=[O:16])OC2C=CC=CC=2)=[CH:5][C:4]([C:17]([F:20])([F:19])[F:18])=[N:3]1.[CH3:21][O:22][C:23]1[CH:24]=[C:25]2[C:30](=[CH:31][C:32]=1[O:33][CH2:34][CH2:35][O:36][CH3:37])[N:29]=[CH:28][N:27]=[C:26]2[O:38][C:39]1[CH:40]=[C:41]([CH:43]=[CH:44][CH:45]=1)[NH2:42].C(N(CC)C(C)C)(C)C, predict the reaction product. The product is: [CH3:21][O:22][C:23]1[CH:24]=[C:25]2[C:30](=[CH:31][C:32]=1[O:33][CH2:34][CH2:35][O:36][CH3:37])[N:29]=[CH:28][N:27]=[C:26]2[O:38][C:39]1[CH:40]=[C:41]([NH:42][C:8]([NH:7][C:6]2[N:2]([CH3:1])[N:3]=[C:4]([C:17]([F:18])([F:19])[F:20])[CH:5]=2)=[O:16])[CH:43]=[CH:44][CH:45]=1. (2) Given the reactants [NH2:1][C:2]1[CH:3]=[CH:4][C:5]([N:26]2[CH2:31][CH2:30][O:29][CH2:28][CH2:27]2)=[C:6]([C:8]([N:10]2[CH2:15][CH2:14][N:13]([C:16]3[CH:21]=[CH:20][C:19]([C:22]([F:25])([F:24])[F:23])=[CH:18][CH:17]=3)[CH2:12][CH2:11]2)=[O:9])[CH:7]=1.[CH2:32](OC(OCC)OCC)C.[N-:42]=[N+:43]=[N-:44].[Na+], predict the reaction product. The product is: [N:26]1([C:5]2[CH:4]=[CH:3][C:2]([N:1]3[CH:32]=[N:44][N:43]=[N:42]3)=[CH:7][C:6]=2[C:8]([N:10]2[CH2:11][CH2:12][N:13]([C:16]3[CH:17]=[CH:18][C:19]([C:22]([F:24])([F:25])[F:23])=[CH:20][CH:21]=3)[CH2:14][CH2:15]2)=[O:9])[CH2:27][CH2:28][O:29][CH2:30][CH2:31]1. (3) Given the reactants [Br:1][C:2]1[CH:8]=[CH:7][C:5]([NH2:6])=[CH:4][C:3]=1[F:9].[S-:10][C:11]#[N:12].[K+].BrBr, predict the reaction product. The product is: [Br:1][C:2]1[C:3]([F:9])=[CH:4][C:5]2[N:6]=[C:11]([NH2:12])[S:10][C:7]=2[CH:8]=1. (4) Given the reactants C(OC(=O)[NH:10][C:11]1([C:14]2[NH:18][CH:17]=[N:16][N:15]=2)[CH2:13][CH2:12]1)C1C=CC=CC=1, predict the reaction product. The product is: [N:16]1[N:15]=[C:14]([C:11]2([NH2:10])[CH2:13][CH2:12]2)[NH:18][CH:17]=1.